From a dataset of Forward reaction prediction with 1.9M reactions from USPTO patents (1976-2016). Predict the product of the given reaction. Given the reactants [Cl:1][C:2]1[CH:7]=[CH:6][CH:5]=[C:4]([Cl:8])[C:3]=1[C:9]1[CH:10]=[CH:11][CH:12]=[C:13]2[C:18]=1[O:17][C@@H:16]([CH2:19][N:20]=[N+]=[N-])[CH2:15][CH2:14]2.C1(P(C2C=CC=CC=2)C2C=CC=CC=2)C=CC=CC=1, predict the reaction product. The product is: [Cl:1][C:2]1[CH:7]=[CH:6][CH:5]=[C:4]([Cl:8])[C:3]=1[C:9]1[CH:10]=[CH:11][CH:12]=[C:13]2[C:18]=1[O:17][C@@H:16]([CH2:19][NH2:20])[CH2:15][CH2:14]2.